From a dataset of Retrosynthesis with 50K atom-mapped reactions and 10 reaction types from USPTO. Predict the reactants needed to synthesize the given product. Given the product CC(C)C(=O)Nc1cccc(C2CCN(C[C@H](C)COc3ccc(F)cc3)CC2)c1, predict the reactants needed to synthesize it. The reactants are: CC(C)C(=O)Nc1cccc(C2CCNCC2)c1.C[C@@H](CCl)COc1ccc(F)cc1.